From a dataset of Forward reaction prediction with 1.9M reactions from USPTO patents (1976-2016). Predict the product of the given reaction. (1) Given the reactants Br[C:2]1[CH:3]=[CH:4][C:5]2[O:9][C:8](=[O:10])[NH:7][C:6]=2[CH:11]=1.CC1SC(C2C=CC=C([B:24]3[O:28][C:27]([CH3:30])([CH3:29])[C:26]([CH3:32])([CH3:31])[O:25]3)C=2)=NC=1, predict the reaction product. The product is: [CH3:31][C:26]1([CH3:32])[C:27]([CH3:30])([CH3:29])[O:28][B:24]([C:2]2[CH:3]=[CH:4][C:5]3[O:9][C:8](=[O:10])[NH:7][C:6]=3[CH:11]=2)[O:25]1. (2) Given the reactants [OH:1][C@H:2]1[C@@H:6]([OH:7])[C@H:5]([N:8]2[CH:13]=[CH:12][C:11](=[O:14])[N:10]([CH2:15][C:16]3[CH:21]=[CH:20][C:19]([O:22][CH3:23])=[CH:18][CH:17]=3)[C:9]2=[O:24])[O:4][CH:3]1[C@H:25]([OH:57])[C@@H:26]([C:50]([O:52][C:53]([CH3:56])([CH3:55])[CH3:54])=[O:51])[NH:27][CH2:28][CH2:29][CH2:30][NH:31][C:32](=[O:49])[C@H:33]([CH2:45][CH:46]([CH3:48])[CH3:47])[NH:34]C(=O)OCC1C=CC=CC=1, predict the reaction product. The product is: [NH2:34][C@@H:33]([CH2:45][CH:46]([CH3:48])[CH3:47])[C:32]([NH:31][CH2:30][CH2:29][CH2:28][NH:27][C@@H:26]([C@H:25]([CH:3]1[C@@H:2]([OH:1])[C@@H:6]([OH:7])[C@H:5]([N:8]2[CH:13]=[CH:12][C:11](=[O:14])[N:10]([CH2:15][C:16]3[CH:21]=[CH:20][C:19]([O:22][CH3:23])=[CH:18][CH:17]=3)[C:9]2=[O:24])[O:4]1)[OH:57])[C:50]([O:52][C:53]([CH3:54])([CH3:56])[CH3:55])=[O:51])=[O:49]. (3) Given the reactants O.[CH3:2][O:3][C:4]1[CH:9]=[C:8](B2OC(C)(C)C(C)(C)O2)[CH:7]=[CH:6][C:5]=1[NH:19][C:20](=[O:26])[O:21][C:22]([CH3:25])([CH3:24])[CH3:23].[Cl:27][C:28]1[C:29]2[C:36](I)=[CH:35][N:34]([CH:38]3[CH2:42][CH2:41][CH2:40][CH2:39]3)[C:30]=2[N:31]=[CH:32][N:33]=1.C(=O)([O-])[O-].[Na+].[Na+], predict the reaction product. The product is: [Cl:27][C:28]1[C:29]2[C:36]([C:8]3[CH:7]=[CH:6][C:5]([NH:19][C:20](=[O:26])[O:21][C:22]([CH3:23])([CH3:24])[CH3:25])=[C:4]([O:3][CH3:2])[CH:9]=3)=[CH:35][N:34]([CH:38]3[CH2:42][CH2:41][CH2:40][CH2:39]3)[C:30]=2[N:31]=[CH:32][N:33]=1. (4) Given the reactants [O:1]1[CH2:5][CH2:4][CH:3]([CH:6]=O)[CH2:2]1.[O:8]=[C:9]([CH:11](P(=O)(OCC)OCC)[CH2:12][CH2:13][CH2:14][CH3:15])[CH3:10], predict the reaction product. The product is: [O:1]1[CH2:5][CH2:4][CH:3](/[CH:6]=[C:11](\[CH2:12][CH2:13][CH2:14][CH3:15])/[C:9](=[O:8])[CH3:10])[CH2:2]1. (5) Given the reactants [H-].[Na+].[CH3:3][C:4]1[CH:9]=[CH:8][C:7]([S:10]([CH2:13][N+:14]#[C-:15])(=[O:12])=[O:11])=[CH:6][CH:5]=1.Br[CH2:17][CH2:18][CH2:19][CH2:20][C:21]1([C:26]([O:28][CH2:29][CH2:30][CH2:31][CH3:32])=[O:27])[CH2:25][CH2:24][CH2:23][CH2:22]1.[OH2:33], predict the reaction product. The product is: [CH2:29]([O:28][C:26]([C:21]1([CH2:20][CH2:19][CH2:18][CH2:17][C:13]([N+:14]#[C-:15])([S:10]([C:7]2[CH:6]=[CH:5][C:4]([CH3:3])=[CH:9][CH:8]=2)(=[O:12])=[O:11])[CH2:17][CH2:18][CH2:19][CH2:20][C:21]2([C:26]([O:28][CH2:29][CH2:30][CH2:31][CH3:32])=[O:33])[CH2:25][CH2:24][CH2:23][CH2:22]2)[CH2:25][CH2:24][CH2:23][CH2:22]1)=[O:27])[CH2:30][CH2:31][CH3:32]. (6) Given the reactants Br[C:2]1[C:11](=[O:12])[C:10]2[C:5](=[CH:6][CH:7]=[CH:8][CH:9]=2)[O:4][CH:3]=1.[F:13][C:14]1[CH:19]=[CH:18][C:17](B(O)O)=[CH:16][CH:15]=1.C(Cl)Cl, predict the reaction product. The product is: [F:13][C:14]1[CH:19]=[CH:18][C:17]([C:2]2[C:11](=[O:12])[C:10]3[C:5](=[CH:6][CH:7]=[CH:8][CH:9]=3)[O:4][CH:3]=2)=[CH:16][CH:15]=1.